Dataset: Peptide-MHC class II binding affinity with 134,281 pairs from IEDB. Task: Regression. Given a peptide amino acid sequence and an MHC pseudo amino acid sequence, predict their binding affinity value. This is MHC class II binding data. (1) The peptide sequence is FFLLTRILTIPQSLD. The MHC is HLA-DPA10201-DPB10501 with pseudo-sequence HLA-DPA10201-DPB10501. The binding affinity (normalized) is 0.623. (2) The peptide sequence is TEAFSTAWQAACKKP. The MHC is DRB1_0401 with pseudo-sequence DRB1_0401. The binding affinity (normalized) is 0.364. (3) The peptide sequence is GNQEGSLKTALTGAM. The MHC is HLA-DQA10201-DQB10303 with pseudo-sequence HLA-DQA10201-DQB10303. The binding affinity (normalized) is 0.499. (4) The peptide sequence is KKIEGVHGGTWVSATLE. The MHC is DRB1_0404 with pseudo-sequence DRB1_0404. The binding affinity (normalized) is 0. (5) The peptide sequence is GSYEVKATGSASSMING. The MHC is DRB1_0401 with pseudo-sequence DRB1_0401. The binding affinity (normalized) is 0.827. (6) The peptide sequence is FTVNQTSRLLMRRMR. The MHC is DRB1_0701 with pseudo-sequence DRB1_0701. The binding affinity (normalized) is 0.633. (7) The peptide sequence is GIFLSVAAGNEAENA. The MHC is HLA-DQA10201-DQB10202 with pseudo-sequence HLA-DQA10201-DQB10202. The binding affinity (normalized) is 0.218. (8) The peptide sequence is YDKFLANVFTVLTGK. The MHC is DRB1_0802 with pseudo-sequence DRB1_0802. The binding affinity (normalized) is 0.751. (9) The peptide sequence is GELQIVQKIDAAFKI. The MHC is DRB1_0101 with pseudo-sequence DRB1_0101. The binding affinity (normalized) is 0.684.